From a dataset of Full USPTO retrosynthesis dataset with 1.9M reactions from patents (1976-2016). Predict the reactants needed to synthesize the given product. Given the product [C:12]([CH:2]1[C:10]2[C:5](=[CH:6][C:7]([F:11])=[CH:8][CH:9]=2)[CH2:4][CH2:3]1)#[N:13], predict the reactants needed to synthesize it. The reactants are: Cl[CH:2]1[C:10]2[C:5](=[CH:6][C:7]([F:11])=[CH:8][CH:9]=2)[CH2:4][CH2:3]1.[C-:12]#[N:13].[Na+].